Dataset: Catalyst prediction with 721,799 reactions and 888 catalyst types from USPTO. Task: Predict which catalyst facilitates the given reaction. (1) Reactant: O.Cl.[Cl:3][C:4]1[CH:9]=[C:8]([N+:10]([O-])=O)[CH:7]=[CH:6][C:5]=1[C:13]([C:15]1[CH:20]=[CH:19][C:18]([Cl:21])=[CH:17][CH:16]=1)=[O:14].O.C(=O)(O)[O-].[Na+]. Product: [NH2:10][C:8]1[CH:7]=[CH:6][C:5]([C:13]([C:15]2[CH:20]=[CH:19][C:18]([Cl:21])=[CH:17][CH:16]=2)=[O:14])=[C:4]([Cl:3])[CH:9]=1. The catalyst class is: 186. (2) Reactant: [C:1]([C:3]1[C:4]([CH3:27])=[C:5]([C@@H:10]2[O:15][CH2:14][C@H:13]3[CH2:16][N:17](C(OC(C)(C)C)=O)[CH2:18][CH2:19][N:12]3[CH2:11]2)[CH:6]=[CH:7][C:8]=1[F:9])#[N:2].[ClH:28]. Product: [ClH:28].[F:9][C:8]1[C:3]([C:1]#[N:2])=[C:4]([CH3:27])[C:5]([C@@H:10]2[O:15][CH2:14][C@H:13]3[CH2:16][NH:17][CH2:18][CH2:19][N:12]3[CH2:11]2)=[CH:6][CH:7]=1. The catalyst class is: 41. (3) Reactant: [C:1]([C:3]1[CH:8]=[CH:7][C:6]([C:9]2[CH:14]=[CH:13][C:12]([NH:15][C:16](=[O:37])[C:17]([N:19]([CH2:33][CH:34]([CH3:36])[CH3:35])[CH2:20][C:21]3[CH:26]=[CH:25][CH:24]=[C:23]([C:27]4[N:31]=C(C)O[N:28]=4)[CH:22]=3)=[O:18])=[CH:11][CH:10]=2)=[CH:5][CH:4]=1)#[N:2]. Product: [NH2:2][CH2:1][C:3]1[CH:4]=[CH:5][C:6]([C:9]2[CH:14]=[CH:13][C:12]([NH:15][C:16](=[O:37])[C:17]([N:19]([CH2:20][C:21]3[CH:26]=[CH:25][CH:24]=[C:23]([C:27](=[NH:28])[NH2:31])[CH:22]=3)[CH2:33][CH:34]([CH3:36])[CH3:35])=[O:18])=[CH:11][CH:10]=2)=[CH:7][CH:8]=1. The catalyst class is: 181. (4) Reactant: [CH2:1]([O:3][C:4]1[CH:9]=[CH:8][CH:7]=[C:6]([F:10])[C:5]=1[F:11])[CH3:2].C([Li])(CC)C.[O:17]1[C:21]2([CH2:26][CH2:25][C:24](=O)[CH2:23][CH2:22]2)[O:20][CH2:19][CH2:18]1.[Cl-].[NH4+]. Product: [F:10][C:6]1[C:5]([F:11])=[C:4]([O:3][CH2:1][CH3:2])[CH:9]=[CH:8][C:7]=1[CH:24]1[CH2:25][CH2:26][C:21]2([O:20][CH2:19][CH2:18][O:17]2)[CH2:22][CH2:23]1. The catalyst class is: 1. (5) Reactant: [C:1]1([C:7]2[NH:11][N:10]=[C:9]([C:12]([NH:14][CH2:15][C:16]([OH:18])=O)=[O:13])[CH:8]=2)[CH:6]=[CH:5][CH:4]=[CH:3][CH:2]=1.CCN(C(C)C)C(C)C.C1C=CC2N(O)N=NC=2C=1.CCN=C=NCCCN(C)C.Cl.Cl.[Br:51][C:52]1[CH:57]=[CH:56][CH:55]=[CH:54][C:53]=1[S:58][CH:59]1[CH2:64][CH2:63][NH:62][CH2:61][CH2:60]1. Product: [Br:51][C:52]1[CH:57]=[CH:56][CH:55]=[CH:54][C:53]=1[S:58][CH:59]1[CH2:64][CH2:63][N:62]([C:16](=[O:18])[CH2:15][NH:14][C:12]([C:9]2[CH:8]=[C:7]([C:1]3[CH:2]=[CH:3][CH:4]=[CH:5][CH:6]=3)[NH:11][N:10]=2)=[O:13])[CH2:61][CH2:60]1. The catalyst class is: 18.